Dataset: Full USPTO retrosynthesis dataset with 1.9M reactions from patents (1976-2016). Task: Predict the reactants needed to synthesize the given product. (1) Given the product [Cl:25][C:13]1[CH:12]=[C:11]([C:8]2[CH:9]=[CH:10][C:5]([O:4][CH2:3][O:2][CH3:1])=[CH:6][CH:7]=2)[N:15]([C:16]2[CH:21]=[CH:20][C:19]([O:22][CH3:23])=[CH:18][CH:17]=2)[N:14]=1, predict the reactants needed to synthesize it. The reactants are: [CH3:1][O:2][CH2:3][O:4][C:5]1[CH:10]=[CH:9][C:8]([C:11]2[N:15]([C:16]3[CH:21]=[CH:20][C:19]([O:22][CH3:23])=[CH:18][CH:17]=3)[N:14]=[C:13](N)[CH:12]=2)=[CH:7][CH:6]=1.[Cl-:25].[Li+].N(OCCC(C)C)=O. (2) Given the product [Cl:1][C:2]1[CH:7]=[C:6]([CH:5]=[CH:4][C:3]=1[CH:9]([CH3:24])[C:10]([C:16]1[N:20]([CH3:21])[C:19]([C:22]#[N:23])=[CH:18][CH:17]=1)([OH:15])[C:11]([F:14])([F:13])[F:12])[O:8][C:26]1[CH:35]=[CH:34][C:29]([C:30]([OH:32])=[O:31])=[CH:28][N:27]=1, predict the reactants needed to synthesize it. The reactants are: [Cl:1][C:2]1[CH:7]=[C:6]([OH:8])[CH:5]=[CH:4][C:3]=1[CH:9]([CH3:24])[C:10]([C:16]1[N:20]([CH3:21])[C:19]([C:22]#[N:23])=[CH:18][CH:17]=1)([OH:15])[C:11]([F:14])([F:13])[F:12].Cl[C:26]1[CH:35]=[CH:34][C:29]([C:30]([O:32]C)=[O:31])=[CH:28][N:27]=1. (3) Given the product [Br:37][C:38]([F:39])=[C:11]1[CH2:12][CH2:13][N:8]([C:6]2[C:5]([N+:15]([O-:17])=[O:16])=[CH:4][CH:3]=[C:2]([CH3:1])[N:7]=2)[CH2:9][CH2:10]1, predict the reactants needed to synthesize it. The reactants are: [CH3:1][C:2]1[N:7]=[C:6]([N:8]2[CH2:13][CH2:12][C:11](=O)[CH2:10][CH2:9]2)[C:5]([N+:15]([O-:17])=[O:16])=[CH:4][CH:3]=1.C1(P(C2C=CC=CC=2)C2C=CC=CC=2)C=CC=CC=1.[Br:37][C:38](Br)(Br)[F:39].C([Zn]CC)C.